This data is from Forward reaction prediction with 1.9M reactions from USPTO patents (1976-2016). The task is: Predict the product of the given reaction. (1) Given the reactants [N+:1]([C:4]1[CH:9]=[CH:8][C:7]([CH2:10][C:11]([O:13][CH2:14][CH3:15])=[O:12])=[CH:6][CH:5]=1)([O-:3])=[O:2].[H-].[Na+].Br[CH2:19][CH2:20][CH2:21][CH3:22].[Cl-].[NH4+], predict the reaction product. The product is: [N+:1]([C:4]1[CH:5]=[CH:6][C:7]([CH:10]([CH2:19][CH2:20][CH2:21][CH3:22])[C:11]([O:13][CH2:14][CH3:15])=[O:12])=[CH:8][CH:9]=1)([O-:3])=[O:2]. (2) Given the reactants [Cl:1][C:2]1[N:11]=[CH:10][C:9]2[C:4](=[CH:5][CH:6]=[CH:7][C:8]=2[O:12][CH:13]2[CH2:18][CH2:17][N:16]([CH3:19])[CH2:15][CH2:14]2)[N:3]=1.[Cl:20][C:21]1[CH:22]=[C:23]([CH:25]=[CH:26][CH:27]=1)[NH2:24], predict the reaction product. The product is: [ClH:1].[Cl:20][C:21]1[CH:22]=[C:23]([CH:25]=[CH:26][CH:27]=1)[NH:24][C:10]1[C:9]2[C:4](=[CH:5][CH:6]=[CH:7][C:8]=2[O:12][CH:13]2[CH2:18][CH2:17][N:16]([CH3:19])[CH2:15][CH2:14]2)[N:3]=[CH:2][N:11]=1. (3) Given the reactants [Si:1]([O:8][C@H:9]1[CH2:12][N:11]([C:13]2[CH:18]=[N:17][CH:16]=[C:15]([Cl:19])[N:14]=2)[C@@H:10]1[C:20](O)=[O:21])([C:4]([CH3:7])([CH3:6])[CH3:5])([CH3:3])[CH3:2].[F:23][C:24]([F:28])([F:27])[CH2:25][NH2:26].C1CN([P+](ON2N=NC3C=CC=CC2=3)(N2CCCC2)N2CCCC2)CC1.F[P-](F)(F)(F)(F)F.CCN(C(C)C)C(C)C, predict the reaction product. The product is: [Si:1]([O:8][C@H:9]1[CH2:12][N:11]([C:13]2[CH:18]=[N:17][CH:16]=[C:15]([Cl:19])[N:14]=2)[C@@H:10]1[C:20]([NH:26][CH2:25][C:24]([F:28])([F:27])[F:23])=[O:21])([C:4]([CH3:7])([CH3:6])[CH3:5])([CH3:3])[CH3:2]. (4) Given the reactants [Br:1][C:2]1[CH:16]=[CH:15][C:5]2[N:6]=[C:7]([NH:9][C:10]([NH:12][CH2:13][CH3:14])=[O:11])[S:8][C:4]=2[C:3]=1[OH:17].C(=O)([O-])[O-].[K+].[K+].[CH3:24][O:25][CH2:26][CH2:27][O:28][CH2:29][CH2:30]Br, predict the reaction product. The product is: [Br:1][C:2]1[CH:16]=[CH:15][C:5]2[N:6]=[C:7]([NH:9][C:10]([NH:12][CH2:13][CH3:14])=[O:11])[S:8][C:4]=2[C:3]=1[O:17][CH2:30][CH2:29][O:28][CH2:27][CH2:26][O:25][CH3:24]. (5) Given the reactants [Cl:1][C:2]1[CH:11]=[C:10]2[C:5]([C:6](=[O:24])[CH:7]([C:19]([O:21]CC)=[O:20])[C:8](=[O:18])[N:9]2[C:12]2[CH:13]=[N:14][CH:15]=[CH:16][CH:17]=2)=[CH:4][C:3]=1[NH:25][C:26]1[C:31]([F:32])=[CH:30][C:29]([F:33])=[CH:28][C:27]=1[Cl:34].Cl, predict the reaction product. The product is: [Cl:1][C:2]1[CH:11]=[C:10]2[C:5]([C:6](=[O:24])[CH:7]([C:19]([OH:21])=[O:20])[C:8](=[O:18])[N:9]2[C:12]2[CH:13]=[N:14][CH:15]=[CH:16][CH:17]=2)=[CH:4][C:3]=1[NH:25][C:26]1[C:31]([F:32])=[CH:30][C:29]([F:33])=[CH:28][C:27]=1[Cl:34].